Dataset: Reaction yield outcomes from USPTO patents with 853,638 reactions. Task: Predict the reaction yield, written as a fraction of the theoretical maximum amount of product (1.0 means a 100% yield; for example, 0.34 means a 34% yield). (1) The reactants are [CH2:1]([C:5]1[N:6]=[C:7]([CH3:27])[NH:8][C:9](=[O:26])[C:10]=1[CH2:11][C:12]1[CH:17]=[CH:16][C:15]([C:18]2[C:19]([C:24]#[N:25])=[CH:20][CH:21]=[CH:22][CH:23]=2)=[CH:14][CH:13]=1)[CH2:2][CH2:3][CH3:4].C(=O)([O-])[O-].[K+].[K+].Cl[CH2:35][N:36]1[C:40]2[CH:41]=[CH:42][CH:43]=[CH:44][C:39]=2[N:38]=[N:37]1.CN(C)C=O. The catalyst is C(OCC)(=O)C. The product is [N:36]1([CH2:35][N:8]2[C:9](=[O:26])[C:10]([CH2:11][C:12]3[CH:17]=[CH:16][C:15]([C:18]4[C:19]([C:24]#[N:25])=[CH:20][CH:21]=[CH:22][CH:23]=4)=[CH:14][CH:13]=3)=[C:5]([CH2:1][CH2:2][CH2:3][CH3:4])[N:6]=[C:7]2[CH3:27])[C:40]2[CH:41]=[CH:42][CH:43]=[CH:44][C:39]=2[N:38]=[N:37]1. The yield is 0.330. (2) The yield is 0.960. The catalyst is C(Cl)Cl.CO. The reactants are [F:1][C:2]1[C:3]([NH:18][C:19]2[CH:24]=[CH:23][C:22]([I:25])=[CH:21][C:20]=2[F:26])=[C:4]([CH:12]=[C:13]([CH:16]=O)[C:14]=1[F:15])[C:5]([NH:7][O:8][CH2:9][CH2:10][OH:11])=[O:6].[CH3:27][S:28][CH2:29][CH2:30][CH2:31][O:32][NH2:33]. The product is [F:1][C:2]1[C:3]([NH:18][C:19]2[CH:24]=[CH:23][C:22]([I:25])=[CH:21][C:20]=2[F:26])=[C:4]([CH:12]=[C:13](/[CH:16]=[N:33]/[O:32][CH2:31][CH2:30][CH2:29][S:28][CH3:27])[C:14]=1[F:15])[C:5]([NH:7][O:8][CH2:9][CH2:10][OH:11])=[O:6]. (3) The reactants are [F:1][C:2]1[CH:30]=[CH:29][C:5]([CH2:6][NH:7][C:8](=[O:28])[C:9]2[CH:25]=[CH:24][CH:23]=[C:11]([C:12]([NH:14][CH2:15][C:16]3[CH:21]=[CH:20][C:19]([F:22])=[CH:18][CH:17]=3)=[O:13])[C:10]=2[O:26]C)=[CH:4][CH:3]=1.B(Br)(Br)Br. The catalyst is C(Cl)Cl. The product is [F:1][C:2]1[CH:3]=[CH:4][C:5]([CH2:6][NH:7][C:8](=[O:28])[C:9]2[CH:25]=[CH:24][CH:23]=[C:11]([C:12]([NH:14][CH2:15][C:16]3[CH:21]=[CH:20][C:19]([F:22])=[CH:18][CH:17]=3)=[O:13])[C:10]=2[OH:26])=[CH:29][CH:30]=1. The yield is 0.210. (4) The reactants are [C:1]([O:5][C:6]([CH3:9])([CH3:8])[CH3:7])(=[O:4])[NH:2][NH2:3].[Cl:10][CH2:11][CH:12]1[C:20]2[C:19]3[CH:21]=[CH:22][C:23]([S:25](Cl)(=[O:27])=[O:26])=[CH:24][C:18]=3[C:17]([N+:29]([O-:31])=[O:30])=[CH:16][C:15]=2[N:14](C(=O)C(F)(F)F)[CH2:13]1.C([O-])([O-])=O.[Cs+].[Cs+].CO. The catalyst is O. The product is [Cl:10][CH2:11][CH:12]1[C:20]2[C:19]3[CH:21]=[CH:22][C:23]([S:25]([NH:3][NH:2][C:1]([O:5][C:6]([CH3:9])([CH3:8])[CH3:7])=[O:4])(=[O:26])=[O:27])=[CH:24][C:18]=3[C:17]([N+:29]([O-:31])=[O:30])=[CH:16][C:15]=2[NH:14][CH2:13]1. The yield is 0.670. (5) The reactants are [P:1]([Cl:6])([Cl:5])([O:3][CH3:4])=[O:2].[N:7]1[CH:12]=[CH:11][CH:10]=[CH:9][CH:8]=1. No catalyst specified. The product is [P:1]([Cl:6])([Cl:5])([O-:3])=[O:2].[CH3:4][N+:7]1[CH:12]=[CH:11][CH:10]=[CH:9][CH:8]=1. The yield is 0.600.